This data is from Peptide-MHC class I binding affinity with 185,985 pairs from IEDB/IMGT. The task is: Regression. Given a peptide amino acid sequence and an MHC pseudo amino acid sequence, predict their binding affinity value. This is MHC class I binding data. The peptide sequence is QALSPRTLNAW. The MHC is HLA-A26:01 with pseudo-sequence HLA-A26:01. The binding affinity (normalized) is 0.